From a dataset of Forward reaction prediction with 1.9M reactions from USPTO patents (1976-2016). Predict the product of the given reaction. (1) The product is: [CH3:1][C:2]1[C:3]2[CH:10]=[C:9]([CH3:11])[CH:8]=[CH:7][C:4]=2[S:5][C:6]=1[CH:12]([C:13]1[CH:18]=[CH:17][CH:16]=[CH:15][CH:14]=1)[OH:19]. Given the reactants [CH3:1][C:2]1[C:3]2[CH:10]=[C:9]([CH3:11])[CH:8]=[CH:7][C:4]=2[S:5][CH:6]=1.[CH:12](=[O:19])[C:13]1[CH:18]=[CH:17][CH:16]=[CH:15][CH:14]=1, predict the reaction product. (2) Given the reactants [P:1]([OH:4])([OH:3])[OH:2].[CH2:5]([Si:7]([CH2:18][CH3:19])([CH2:16][CH3:17])O[Si:7]([CH2:18][CH3:19])([CH2:16][CH3:17])[CH2:5][CH3:6])[CH3:6], predict the reaction product. The product is: [PH:1](=[O:4])([O:3][Si:7]([CH2:18][CH3:19])([CH2:16][CH3:17])[CH2:5][CH3:6])[O:2][Si:7]([CH2:16][CH3:17])([CH2:5][CH3:6])[CH2:18][CH3:19]. (3) The product is: [CH2:11]([O:14][CH2:15][CH:16]1[CH2:17][O:18][As:4]([N:2]([CH3:3])[CH3:1])[O:19]1)[CH:12]=[CH2:13]. Given the reactants [CH3:1][N:2]([As:4](N(C)C)N(C)C)[CH3:3].[CH2:11]([O:14][CH2:15][CH:16]([OH:19])[CH2:17][OH:18])[CH:12]=[CH2:13], predict the reaction product. (4) Given the reactants ClC1C=CC([Mg]I)=CC=1.[CH3:10][O:11][C:12](=[O:30])[CH:13]1[CH2:18][CH2:17][CH2:16][CH2:15][N:14]1CCC(C1C=CC(F)=CC=1)=O, predict the reaction product. The product is: [CH3:10][O:11][C:12](=[O:30])[CH:13]1[CH2:18][CH2:17][CH2:16][CH2:15][NH:14]1. (5) The product is: [CH2:3]([N:5]1[CH2:13][C:12]2[C:7](=[CH:8][C:9]3[N+:17]([O-:18])=[N:16][C:15]([NH2:19])=[N+:14]([O-:21])[C:10]=3[CH:11]=2)[CH2:6]1)[CH3:4]. Given the reactants OO.[CH2:3]([N:5]1[CH2:13][C:12]2[C:7](=[CH:8][C:9]3[N+:17]([O-:18])=[N:16][C:15]([NH2:19])=[N:14][C:10]=3[CH:11]=2)[CH2:6]1)[CH3:4].C(O)(C(F)(F)F)=[O:21].O, predict the reaction product. (6) The product is: [N+:3]([C:6]1[CH:11]=[C:10]([N+:12]([O-:14])=[O:13])[CH:9]=[CH:8][C:7]=1[S:16][CH2:17][CH2:18][OH:19])([O-:5])=[O:4]. Given the reactants [F-].[K+].[N+:3]([C:6]1[CH:11]=[C:10]([N+:12]([O-:14])=[O:13])[CH:9]=[CH:8][C:7]=1Cl)([O-:5])=[O:4].[SH:16][CH2:17][CH2:18][OH:19].C(=O)([O-])[O-].[K+].[K+], predict the reaction product.